From a dataset of Full USPTO retrosynthesis dataset with 1.9M reactions from patents (1976-2016). Predict the reactants needed to synthesize the given product. (1) Given the product [F:14][C:15]([F:21])([F:20])[CH2:16][CH2:17][CH2:18][NH:19][C:11]([C:8]1[CH:7]=[CH:6][C:5]([C:3]([OH:2])=[O:4])=[CH:10][N:9]=1)=[O:13], predict the reactants needed to synthesize it. The reactants are: C[O:2][C:3]([C:5]1[CH:6]=[CH:7][C:8]([C:11]([OH:13])=O)=[N:9][CH:10]=1)=[O:4].[F:14][C:15]([F:21])([F:20])[CH2:16][CH2:17][CH2:18][NH2:19]. (2) Given the product [N+:1]([C:4]1[CH:12]=[CH:11][C:10]2[C:6](=[CH:7][N:8]([CH2:21][CH2:22][N:23]3[CH2:27][CH2:26][CH2:25][CH2:24]3)[N:9]=2)[CH:5]=1)([O-:3])=[O:2], predict the reactants needed to synthesize it. The reactants are: [N+:1]([C:4]1[CH:5]=[C:6]2[C:10](=[CH:11][CH:12]=1)[NH:9][N:8]=[CH:7]2)([O-:3])=[O:2].C(=O)([O-])[O-].[K+].[K+].Cl.Cl[CH2:21][CH2:22][N:23]1[CH2:27][CH2:26][CH2:25][CH2:24]1. (3) Given the product [CH3:1][CH:2]1[CH:3]=[C:4]([CH3:22])[CH2:5][CH2:6][CH:7]1[CH:9]1[NH:21][CH2:20][CH2:18][O:10]1, predict the reactants needed to synthesize it. The reactants are: [CH3:1][CH:2]1[C:7]([CH:9]=[O:10])(C)[CH2:6][CH2:5][CH:4]=[CH:3]1.S([O-])([O-])(=O)=O.[Na+].[Na+].[CH2:18]([CH2:20][NH2:21])O.[CH3:22]O. (4) The reactants are: C1(P(C2CCCCC2)C2CCCCC2)CCCCC1.Cl[C:21]1[N:26]=[CH:25][N:24]([C:27]2[CH:32]=[CH:31][C:30]([O:33][CH2:34][C:35]([OH:38])([CH3:37])[CH3:36])=[C:29]([O:39][CH3:40])[CH:28]=2)[C:23](=[O:41])[CH:22]=1.[C:42]1([CH:48]2[CH2:50][CH:49]2B(O)O)[CH:47]=[CH:46][CH:45]=[CH:44][CH:43]=1.P([O-])([O-])([O-])=O.[K+].[K+].[K+]. Given the product [OH:38][C:35]([CH3:37])([CH3:36])[CH2:34][O:33][C:30]1[CH:31]=[CH:32][C:27]([N:24]2[C:23](=[O:41])[CH:22]=[C:21]([CH:49]3[CH2:50][CH:48]3[C:42]3[CH:47]=[CH:46][CH:45]=[CH:44][CH:43]=3)[N:26]=[CH:25]2)=[CH:28][C:29]=1[O:39][CH3:40], predict the reactants needed to synthesize it. (5) Given the product [CH3:1][CH:2]([C:9]1[CH:10]=[CH:11][N:12]=[CH:13][CH:14]=1)[CH2:3][C:4]([O:6][CH2:7][CH3:8])=[O:5], predict the reactants needed to synthesize it. The reactants are: [CH3:1][C:2]([C:9]1[CH:14]=[CH:13][N:12]=[CH:11][CH:10]=1)=[CH:3][C:4]([O:6][CH2:7][CH3:8])=[O:5]. (6) The reactants are: [NH:1]1[C:5]2[CH:6]=[CH:7][CH:8]=[CH:9][C:4]=2[N:3]=[C:2]1[C:10]([OH:12])=O.Cl.[CH:14]([N:17]1[CH2:22][CH2:21][CH:20]([NH2:23])[CH2:19][CH2:18]1)([CH3:16])[CH3:15].C1N(P(Cl)(N2C(=O)OCC2)=O)C(=O)OC1.C([O-])(O)=O.[Na+]. Given the product [CH:14]([N:17]1[CH2:22][CH2:21][CH:20]([NH:23][C:10]([C:2]2[NH:1][C:5]3[CH:6]=[CH:7][CH:8]=[CH:9][C:4]=3[N:3]=2)=[O:12])[CH2:19][CH2:18]1)([CH3:16])[CH3:15], predict the reactants needed to synthesize it.